This data is from Catalyst prediction with 721,799 reactions and 888 catalyst types from USPTO. The task is: Predict which catalyst facilitates the given reaction. (1) Product: [CH3:1][NH:2][C:3]([N:5]1[C:13]2[C:8](=[CH:9][C:10]([O:14][C:15]3[CH:20]=[CH:19][N:18]=[C:17]([NH:21][C:22]([N:49]4[CH2:54][CH2:53][C:52](=[O:55])[CH2:51][CH2:50]4)=[O:30])[CH:16]=3)=[CH:11][CH:12]=2)[CH:7]=[CH:6]1)=[O:4]. Reactant: [CH3:1][NH:2][C:3]([N:5]1[C:13]2[C:8](=[CH:9][C:10]([O:14][C:15]3[CH:20]=[CH:19][N:18]=[C:17]([N:21](C(OC4C=CC=CC=4)=O)[C:22](=[O:30])OC4C=CC=CC=4)[CH:16]=3)=[CH:11][CH:12]=2)[CH:7]=[CH:6]1)=[O:4].C(N(CC)CC)C.O.Cl.[NH:49]1[CH2:54][CH2:53][C:52](=[O:55])[CH2:51][CH2:50]1. The catalyst class is: 9. (2) Reactant: F[C:2]1[CH:9]=[CH:8][CH:7]=[C:6]([O:10][CH2:11][C:12]2[CH:17]=[CH:16][C:15]([CH3:18])=[CH:14][CH:13]=2)[C:3]=1[C:4]#[N:5].C(=O)(O)O.[NH2:23][C:24]([NH2:26])=[NH:25]. Product: [CH3:18][C:15]1[CH:14]=[CH:13][C:12]([CH2:11][O:10][C:6]2[CH:7]=[CH:8][CH:9]=[C:2]3[C:3]=2[C:4]([NH2:5])=[N:25][C:24]([NH2:26])=[N:23]3)=[CH:17][CH:16]=1. The catalyst class is: 44. (3) Reactant: [C:1](O[BH-](OC(=O)C)OC(=O)C)(=O)[CH3:2].[Na+].[CH2:15]([O:22][C:23](=[O:45])[C:24]([NH:37][C:38]([O:40][C:41]([CH3:44])([CH3:43])[CH3:42])=[O:39])([NH:29][C:30]([O:32][C:33]([CH3:36])([CH3:35])[CH3:34])=[O:31])[CH2:25]CC=O)[C:16]1[CH:21]=[CH:20][CH:19]=[CH:18][CH:17]=1.Cl.[CH2:47]([O:49][C:50](=[O:54])[C@H:51]([CH3:53])[NH2:52])[CH3:48].[Cl-].[NH4+]. The catalyst class is: 4. Product: [CH2:15]([O:22][C:23](=[O:45])[C:24]([NH:29][C:30]([O:32][C:33]([CH3:36])([CH3:34])[CH3:35])=[O:31])([NH:37][C:38]([O:40][C:41]([CH3:42])([CH3:43])[CH3:44])=[O:39])[CH2:25][CH2:1][CH2:2][NH:52][CH:51]([C:50]([O:49][CH2:47][CH3:48])=[O:54])[CH3:53])[C:16]1[CH:21]=[CH:20][CH:19]=[CH:18][CH:17]=1. (4) Reactant: [CH:1]1([C:4]2[CH:11]=[CH:10][C:7]([C:8]#[N:9])=[C:6]([OH:12])[N:5]=2)[CH2:3][CH2:2]1.C1C(=O)N([Br:20])C(=O)C1.O. Product: [Br:20][C:11]1[C:4]([CH:1]2[CH2:2][CH2:3]2)=[N:5][C:6]([OH:12])=[C:7]([CH:10]=1)[C:8]#[N:9]. The catalyst class is: 26. (5) Reactant: [CH2:1]([O:8][C:9]1[CH:14]=[CH:13][C:12]([CH2:15][C@H:16]([NH:28][C:29]([O:31][C:32]([CH3:35])([CH3:34])[CH3:33])=[O:30])[C:17]([O:19][C@@H:20]2[CH:25]3[CH2:26][CH2:27][N:22]([CH2:23][CH2:24]3)[CH2:21]2)=[O:18])=[CH:11][CH:10]=1)[C:2]1[CH:7]=[CH:6][CH:5]=[CH:4][CH:3]=1.[Br:36][CH2:37][C:38]([C:40]1[CH:45]=[CH:44][CH:43]=[CH:42][CH:41]=1)=[O:39]. Product: [Br-:36].[CH2:1]([O:8][C:9]1[CH:10]=[CH:11][C:12]([CH2:15][C@H:16]([NH:28][C:29]([O:31][C:32]([CH3:35])([CH3:34])[CH3:33])=[O:30])[C:17]([O:19][C@@H:20]2[CH:25]3[CH2:24][CH2:23][N+:22]([CH2:37][C:38](=[O:39])[C:40]4[CH:45]=[CH:44][CH:43]=[CH:42][CH:41]=4)([CH2:27][CH2:26]3)[CH2:21]2)=[O:18])=[CH:13][CH:14]=1)[C:2]1[CH:7]=[CH:6][CH:5]=[CH:4][CH:3]=1. The catalyst class is: 25. (6) Reactant: [Cl-].[NH4+].[OH2:3].[CH3:4][N:5]([CH2:10][CH2:11][NH:12][C:13]1[CH:18]=[CH:17][C:16]([N+:19]([O-])=O)=[CH:15][CH:14]=1)[S:6]([CH3:9])(=[O:8])=[O:7].C([OH:24])C. Product: [S:6]([OH:8])([OH:24])(=[O:7])=[O:3].[NH2:19][C:16]1[CH:15]=[CH:14][C:13]([NH:12][CH2:11][CH2:10][N:5]([CH3:4])[S:6]([CH3:9])(=[O:8])=[O:7])=[CH:18][CH:17]=1. The catalyst class is: 401. (7) Reactant: [CH2:1]1[CH2:21][N:20]2[C:4]3[C:5]([CH2:17][CH2:18][CH2:19]2)=[C:6]2[O:13][C:11](=[O:12])[C:10]([C:14]([OH:16])=[O:15])=[CH:9][C:7]2=[CH:8][C:3]=3[CH2:2]1.C[O:23][C:24](=[O:31])[CH2:25][CH2:26][CH:27](N)[CH2:28][CH3:29].C[N:33](C(ON1N=NC2C=CC=CC1=2)=[N+](C)C)C.F[P-](F)(F)(F)(F)F.C(N(CC)CC)C. Product: [CH2:1]1[CH2:21][N:20]2[C:4]3[C:5]([CH2:17][CH2:18][CH2:19]2)=[C:6]2[O:13][C:11](=[O:12])[C:10]([C:14]([OH:16])=[O:15])=[CH:9][C:7]2=[CH:8][C:3]=3[CH2:2]1.[NH2:33][CH:25]([CH2:26][CH2:27][CH2:28][CH3:29])[C:24]([OH:23])=[O:31]. The catalyst class is: 3. (8) Product: [CH2:1]([N:8]1[C:16]2[CH:15]=[CH:14][CH:13]=[C:12]([NH2:17])[C:11]=2[C:10]([CH2:20][CH3:21])=[N:9]1)[C:2]1[CH:3]=[CH:4][CH:5]=[CH:6][CH:7]=1. The catalyst class is: 150. Reactant: [CH2:1]([N:8]1[C:16]2[C:11](=[C:12]([N+:17]([O-])=O)[CH:13]=[CH:14][CH:15]=2)[C:10]([CH2:20][CH3:21])=[N:9]1)[C:2]1[CH:7]=[CH:6][CH:5]=[CH:4][CH:3]=1.[Cl-].[NH4+].C(O)C.